This data is from Experimentally validated miRNA-target interactions with 360,000+ pairs, plus equal number of negative samples. The task is: Binary Classification. Given a miRNA mature sequence and a target amino acid sequence, predict their likelihood of interaction. (1) The miRNA is hsa-miR-568 with sequence AUGUAUAAAUGUAUACACAC. The protein sequence of the target gene is MAEQTYSWAYSLVDSSQVSTFLISILLIVYGSFRSLNMDFENQDKEKDSNSSSGSFNGNSTNNSIQTIDSTQALFLPIGASVSLLVMFFFFDSVQVVFTICTAVLATIAFAFLLLPMCQYLTRPCSPQNKISFGCCGRFTAAELLSFSLSVMLVLIWVLTGHWLLMDALAMGLCVAMIAFVRLPSLKVSCLLLSGLLIYDVFWVFFSAYIFNSNVMVKVATQPADNPLDVLSRKLHLGPNVGRDVPRLSLPGKLVFPSSTGSHFSMLGIGDIVMPGLLLCFVLRYDNYKKQASGDSCGAP.... Result: 1 (interaction). (2) The miRNA is hsa-miR-526b-5p with sequence CUCUUGAGGGAAGCACUUUCUGU. The protein sequence of the target gene is MAALRRMLHLPSLMMGTCRPFAGSLADSCLADRCLWDRLHAQPRLGTVPTFDWFFGYDEVQGLLLPLLQEAQAASPLRVLDVGCGTSSLCTGLYTKSPHPVDVLGVDFSPVAVAHMNSLLEGGPGQTPLCPGHPASSLHFMHADAQNLGAVASSGSFQLLLDKGTWDAVARGGLPRAYQLLSECLRVLNPQGTLIQFSDEDPDVRLPCLEQGSYGWTVTVQELGPFRGITYFAYLIQGSH. Result: 1 (interaction).